Dataset: Experimentally validated miRNA-target interactions with 360,000+ pairs, plus equal number of negative samples. Task: Binary Classification. Given a miRNA mature sequence and a target amino acid sequence, predict their likelihood of interaction. (1) Result: 0 (no interaction). The miRNA is rno-miR-7b with sequence UGGAAGACUUGUGAUUUUGUUGU. The protein sequence of the target gene is MAGDVEGFCSSIHDTSVSAGFRALYEEGLLLDVTLVIEDHQFQAHKALLATQSDYFRIMFTADMRERDQDKIHLKGLTATGFSHVLQFMYYGTIELSMNTVHEILQAAMYVQLIEVVKFCCSFLLAKICLENCAEIMRLLDDFGVNIEGVREKLDAFLLDNFVPLMSRPDFLSYLSFEKLMSYLDNDHLSRFPEIELYEAVQSWLRHDRRRWRHTDTIIQNIRFCLMTPSSVFEKVKTSEFYRYSRQLRYEVDQALNYFQNVHQQPLLDMKSSRIRSAKPQTTVFRGMIGHSMVNSKILL.... (2) The miRNA is hsa-miR-181b-3p with sequence CUCACUGAACAAUGAAUGCAA. The protein sequence of the target gene is MDFSMVAGAAAYNEKSGRITSLSLLFQKVFAQIFPQWRKGNTEECLPYKCSETGALGENYSWQIPINHNDFKILKNNERQLCEVLQNKFGCISTLVSPVQEGNSKSLQVFRKMLTPRIELSVWKDDLTTHAVDAVVNAANEDLLHGGGLALALVKAGGFEIQEESKQFVARYGKVSAGEIAVTGAGRLPCKQIIHAVGPRWMEWDKQGCTGKLQRAIVSILNYVIYKNTHIKTVAIPALSSGIFQFPLNLCTKTIVETIRVSLQGKPMMSNLKEIHLVSNEDPTVAAFKAASEFILGKSE.... Result: 0 (no interaction). (3) The miRNA is hsa-miR-33b-3p with sequence CAGUGCCUCGGCAGUGCAGCCC. The protein sequence of the target gene is MSARGEGAGQPSTSAQGQPAAPAPQKRGRGRPRKQQQEPTGEPSPKRPRGRPKGSKNKSPSKAAQKKAEATGEKRPRGRPRKWPQQVVQKKPAQEETEETSSQESAEED. Result: 1 (interaction).